From a dataset of Catalyst prediction with 721,799 reactions and 888 catalyst types from USPTO. Predict which catalyst facilitates the given reaction. Reactant: [O:1]1[CH2:6][CH:5]=[C:4]([C:7]2[CH:12]=[C:11]([CH2:13]O)[CH:10]=[CH:9][C:8]=2[C:15]2[CH:20]=[C:19]([O:21][CH3:22])[CH:18]=[CH:17][C:16]=2[F:23])[CH2:3][CH2:2]1.S(Cl)([Cl:26])=O. Product: [Cl:26][CH2:13][C:11]1[CH:10]=[CH:9][C:8]([C:15]2[CH:20]=[C:19]([O:21][CH3:22])[CH:18]=[CH:17][C:16]=2[F:23])=[C:7]([C:4]2[CH2:3][CH2:2][O:1][CH2:6][CH:5]=2)[CH:12]=1. The catalyst class is: 59.